Dataset: Peptide-MHC class I binding affinity with 185,985 pairs from IEDB/IMGT. Task: Regression. Given a peptide amino acid sequence and an MHC pseudo amino acid sequence, predict their binding affinity value. This is MHC class I binding data. (1) The MHC is HLA-A31:01 with pseudo-sequence HLA-A31:01. The binding affinity (normalized) is 0.268. The peptide sequence is AISKLGINY. (2) The peptide sequence is KRWAFRTGV. The MHC is HLA-C04:01 with pseudo-sequence HLA-C04:01. The binding affinity (normalized) is 0.213. (3) The peptide sequence is DAKNDDWKK. The MHC is HLA-A03:01 with pseudo-sequence HLA-A03:01. The binding affinity (normalized) is 0.167. (4) The peptide sequence is MVRVLTVIKEY. The MHC is HLA-B58:01 with pseudo-sequence HLA-B58:01. The binding affinity (normalized) is 0.0847. (5) The peptide sequence is YYFMKFRRVF. The MHC is HLA-A01:01 with pseudo-sequence HLA-A01:01. The binding affinity (normalized) is 0.255. (6) The peptide sequence is IRQLIRLL. The MHC is Mamu-A07 with pseudo-sequence Mamu-A07. The binding affinity (normalized) is 0.210. (7) The peptide sequence is RQKLTTNEKW. The MHC is Mamu-B17 with pseudo-sequence Mamu-B17. The binding affinity (normalized) is 0.540. (8) The peptide sequence is FRRFTQAIY. The MHC is HLA-A80:01 with pseudo-sequence HLA-A80:01. The binding affinity (normalized) is 0.0847.